Dataset: Forward reaction prediction with 1.9M reactions from USPTO patents (1976-2016). Task: Predict the product of the given reaction. (1) Given the reactants [Cl:1][C:2]1[CH:3]=[CH:4][C:5]([CH2:8][O:9][C:10]2[CH:15]=[CH:14][NH:13][C:12](=[O:16])[CH:11]=2)=[N:6][CH:7]=1.Br[C:18]1[CH:19]=[CH:20][C:21]([N:24]2[CH2:28][CH2:27][CH:26]([N:29]([CH3:31])[CH3:30])[CH2:25]2)=[N:22][CH:23]=1.[C@@H]1(N)CCCC[C@H]1N.C([O-])([O-])=O.[K+].[K+], predict the reaction product. The product is: [Cl:1][C:2]1[CH:3]=[CH:4][C:5]([CH2:8][O:9][C:10]2[CH:15]=[CH:14][N:13]([C:18]3[CH:23]=[N:22][C:21]([N:24]4[CH2:28][CH2:27][CH:26]([N:29]([CH3:31])[CH3:30])[CH2:25]4)=[CH:20][CH:19]=3)[C:12](=[O:16])[CH:11]=2)=[N:6][CH:7]=1. (2) Given the reactants [NH2:1][C:2]1[N:6]([C:7]2[C:12]([CH3:13])=[CH:11][CH:10]=[CH:9][C:8]=2[Cl:14])[N:5]=[C:4]([CH:15]([CH3:17])[CH3:16])[C:3]=1[C:18]#[N:19].[OH:20]S(O)(=O)=O, predict the reaction product. The product is: [NH2:1][C:2]1[N:6]([C:7]2[C:12]([CH3:13])=[CH:11][CH:10]=[CH:9][C:8]=2[Cl:14])[N:5]=[C:4]([CH:15]([CH3:17])[CH3:16])[C:3]=1[C:18]([NH2:19])=[O:20]. (3) Given the reactants N1C=CC=CC=1.Cl.[CH3:8][NH:9][O:10][CH3:11].[C:12]([C:20]1[CH:28]=[CH:27][C:23]([C:24](Cl)=[O:25])=[CH:22][CH:21]=1)(=[O:19])[C:13]1[CH:18]=[CH:17][CH:16]=[CH:15][CH:14]=1.O, predict the reaction product. The product is: [CH3:8][N:9]([C:24](=[O:25])[C:23]1[CH:22]=[CH:21][C:20]([C:12](=[O:19])[C:13]2[CH:18]=[CH:17][CH:16]=[CH:15][CH:14]=2)=[CH:28][CH:27]=1)[O:10][CH3:11]. (4) Given the reactants [Cl:1][C:2]1[CH:3]=[CH:4][C:5]([F:34])=[C:6]([C:8]2[N:9]=[C:10]([NH:24][C:25]3[C:30](C(O)=O)=[CH:29][N:28]=[CH:27][CH:26]=3)[C:11]3[CH:17]=[CH:16][C:15](NCCN(C)C)=N[C:12]=3[N:13]=2)[CH:7]=1.C(N1C=CN=C1)(N1C=CN=C1)=O.CN.[CH3:49][N:50]([CH:52]=[O:53])C, predict the reaction product. The product is: [Cl:1][C:2]1[CH:3]=[CH:4][C:5]([F:34])=[C:6]([C:8]2[N:9]=[C:10]([NH:24][C:25]3[C:30]([C:52]([NH:50][CH3:49])=[O:53])=[CH:29][N:28]=[CH:27][CH:26]=3)[C:11]3[CH2:17][CH2:16][CH2:15][C:12]=3[N:13]=2)[CH:7]=1. (5) Given the reactants C([O:5][C:6]([C:8]1[CH:9]=[C:10]2[C:14](=[CH:15][CH:16]=1)[N:13]([CH2:17][C:18](=[O:35])[CH2:19][O:20][C:21]1[CH:26]=[CH:25][C:24]([CH2:27][CH2:28][CH2:29][CH2:30][CH2:31][CH2:32][CH2:33][CH3:34])=[CH:23][CH:22]=1)[CH:12]=[C:11]2[C:36]1[O:40][N:39]=[C:38]([CH3:41])[N:37]=1)=[O:7])(C)(C)C.FC(F)(F)C(O)=O, predict the reaction product. The product is: [CH3:41][C:38]1[N:37]=[C:36]([C:11]2[C:10]3[C:14](=[CH:15][CH:16]=[C:8]([C:6]([OH:7])=[O:5])[CH:9]=3)[N:13]([CH2:17][C:18](=[O:35])[CH2:19][O:20][C:21]3[CH:22]=[CH:23][C:24]([CH2:27][CH2:28][CH2:29][CH2:30][CH2:31][CH2:32][CH2:33][CH3:34])=[CH:25][CH:26]=3)[CH:12]=2)[O:40][N:39]=1. (6) Given the reactants Cl[C:2]1[N:7]=[C:6]([NH:8][C:9]2[CH:18]=[CH:17][CH:16]=[CH:15][C:10]=2[C:11]([NH:13][CH3:14])=[O:12])[C:5]([Cl:19])=[CH:4][N:3]=1.[NH2:20][C:21]1[CH:22]=[CH:23][C:24]2[CH2:30][CH2:29][C:28](=[O:31])[CH2:27][CH2:26][C:25]=2[CH:32]=1.C(O)(C)C, predict the reaction product. The product is: [Cl:19][C:5]1[C:6]([NH:8][C:9]2[CH:18]=[CH:17][CH:16]=[CH:15][C:10]=2[C:11]([NH:13][CH3:14])=[O:12])=[N:7][C:2]([NH:20][C:21]2[CH:22]=[CH:23][C:24]3[CH2:30][CH2:29][C:28](=[O:31])[CH2:27][CH2:26][C:25]=3[CH:32]=2)=[N:3][CH:4]=1.